Dataset: Catalyst prediction with 721,799 reactions and 888 catalyst types from USPTO. Task: Predict which catalyst facilitates the given reaction. Reactant: [C:1]([O:5][C:6]([NH:8][C@@H:9]([CH2:14][CH2:15][CH2:16][C@H:17]([CH2:36][CH2:37][S:38][CH3:39])[C@@H:18]([O:31][CH2:32][CH:33]([CH3:35])[CH3:34])[C@@H:19]([O:21]CC1C=CC(OC)=CC=1)[CH3:20])[C:10]([O:12][CH3:13])=[O:11])=[O:7])([CH3:4])([CH3:3])[CH3:2].C(C1C(=O)C(Cl)=C(Cl)C(=O)C=1C#N)#N.[OH-].[Na+]. Product: [C:1]([O:5][C:6]([NH:8][C@@H:9]([CH2:14][CH2:15][CH2:16][C@H:17]([CH2:36][CH2:37][S:38][CH3:39])[C@@H:18]([O:31][CH2:32][CH:33]([CH3:34])[CH3:35])[C@@H:19]([OH:21])[CH3:20])[C:10]([O:12][CH3:13])=[O:11])=[O:7])([CH3:2])([CH3:4])[CH3:3]. The catalyst class is: 34.